Dataset: NCI-60 drug combinations with 297,098 pairs across 59 cell lines. Task: Regression. Given two drug SMILES strings and cell line genomic features, predict the synergy score measuring deviation from expected non-interaction effect. (1) Drug 1: COC1=CC(=CC(=C1O)OC)C2C3C(COC3=O)C(C4=CC5=C(C=C24)OCO5)OC6C(C(C7C(O6)COC(O7)C8=CC=CS8)O)O. Drug 2: CN(CCCl)CCCl.Cl. Cell line: MOLT-4. Synergy scores: CSS=84.3, Synergy_ZIP=4.27, Synergy_Bliss=4.22, Synergy_Loewe=-0.654, Synergy_HSA=5.35. (2) Drug 1: CC1=CC2C(CCC3(C2CCC3(C(=O)C)OC(=O)C)C)C4(C1=CC(=O)CC4)C. Drug 2: CN(C)N=NC1=C(NC=N1)C(=O)N. Cell line: NCI-H522. Synergy scores: CSS=3.00, Synergy_ZIP=-0.977, Synergy_Bliss=-1.72, Synergy_Loewe=-4.12, Synergy_HSA=-1.84. (3) Drug 1: CN(C)N=NC1=C(NC=N1)C(=O)N. Drug 2: C1=CC(=CC=C1C#N)C(C2=CC=C(C=C2)C#N)N3C=NC=N3. Cell line: SK-MEL-5. Synergy scores: CSS=-0.361, Synergy_ZIP=-0.509, Synergy_Bliss=1.10, Synergy_Loewe=-4.67, Synergy_HSA=-3.05. (4) Drug 1: C1CC(=O)NC(=O)C1N2C(=O)C3=CC=CC=C3C2=O. Drug 2: CC1C(C(CC(O1)OC2CC(CC3=C2C(=C4C(=C3O)C(=O)C5=CC=CC=C5C4=O)O)(C(=O)C)O)N)O. Cell line: SW-620. Synergy scores: CSS=38.9, Synergy_ZIP=2.60, Synergy_Bliss=2.43, Synergy_Loewe=-36.6, Synergy_HSA=3.18. (5) Drug 1: C1=NC(=NC(=O)N1C2C(C(C(O2)CO)O)O)N. Drug 2: COCCOC1=C(C=C2C(=C1)C(=NC=N2)NC3=CC=CC(=C3)C#C)OCCOC.Cl. Cell line: T-47D. Synergy scores: CSS=7.65, Synergy_ZIP=-3.78, Synergy_Bliss=-1.36, Synergy_Loewe=-0.721, Synergy_HSA=-0.652. (6) Drug 1: C1=NNC2=C1C(=O)NC=N2. Drug 2: CC(C)CN1C=NC2=C1C3=CC=CC=C3N=C2N. Cell line: RPMI-8226. Synergy scores: CSS=-4.83, Synergy_ZIP=-0.184, Synergy_Bliss=-5.50, Synergy_Loewe=-6.71, Synergy_HSA=-10.1. (7) Drug 1: C1CCN(CC1)CCOC2=CC=C(C=C2)C(=O)C3=C(SC4=C3C=CC(=C4)O)C5=CC=C(C=C5)O. Drug 2: C1=NNC2=C1C(=O)NC=N2. Cell line: SN12C. Synergy scores: CSS=0.168, Synergy_ZIP=1.09, Synergy_Bliss=1.86, Synergy_Loewe=0.565, Synergy_HSA=0.392. (8) Drug 1: C1CN1P(=S)(N2CC2)N3CC3. Drug 2: CC1=C(C=C(C=C1)C(=O)NC2=CC(=CC(=C2)C(F)(F)F)N3C=C(N=C3)C)NC4=NC=CC(=N4)C5=CN=CC=C5. Cell line: HCC-2998. Synergy scores: CSS=1.46, Synergy_ZIP=-1.76, Synergy_Bliss=-2.33, Synergy_Loewe=-5.42, Synergy_HSA=-3.42. (9) Drug 1: CC1=C2C(C(=O)C3(C(CC4C(C3C(C(C2(C)C)(CC1OC(=O)C(C(C5=CC=CC=C5)NC(=O)C6=CC=CC=C6)O)O)OC(=O)C7=CC=CC=C7)(CO4)OC(=O)C)O)C)OC(=O)C. Drug 2: C1C(C(OC1N2C=NC3=C2NC=NCC3O)CO)O. Cell line: NCI/ADR-RES. Synergy scores: CSS=15.2, Synergy_ZIP=-2.11, Synergy_Bliss=1.40, Synergy_Loewe=5.14, Synergy_HSA=2.20. (10) Drug 1: C1=C(C(=O)NC(=O)N1)N(CCCl)CCCl. Drug 2: C1=NC2=C(N=C(N=C2N1C3C(C(C(O3)CO)O)F)Cl)N. Cell line: A549. Synergy scores: CSS=46.0, Synergy_ZIP=-0.0264, Synergy_Bliss=-0.0650, Synergy_Loewe=-10.9, Synergy_HSA=1.07.